Dataset: Full USPTO retrosynthesis dataset with 1.9M reactions from patents (1976-2016). Task: Predict the reactants needed to synthesize the given product. (1) Given the product [F:44][C:43]([F:46])([F:45])[S:40]([O:20][C:17]1[CH:18]=[CH:19][C:14]([C@@H:9]2[S:8][C:7]3[CH:21]=[CH:22][CH:23]=[CH:24][C:6]=3[N:5]([CH2:4][CH2:3][N:2]([CH3:25])[CH3:1])[C:11](=[O:12])[C@@H:10]2[OH:13])=[CH:15][CH:16]=1)(=[O:42])=[O:41], predict the reactants needed to synthesize it. The reactants are: [CH3:1][N:2]([CH3:25])[CH2:3][CH2:4][N:5]1[C:11](=[O:12])[C@H:10]([OH:13])[C@H:9]([C:14]2[CH:19]=[CH:18][C:17]([OH:20])=[CH:16][CH:15]=2)[S:8][C:7]2[CH:21]=[CH:22][CH:23]=[CH:24][C:6]1=2.C(N(CC)CC)C.C1C=CC(N([S:40]([C:43]([F:46])([F:45])[F:44])(=[O:42])=[O:41])[S:40]([C:43]([F:46])([F:45])[F:44])(=[O:42])=[O:41])=CC=1. (2) Given the product [NH2:6][C:7]1[N:8]=[CH:9][C:10](/[CH:3]=[CH:2]/[C:1]([OH:5])=[O:4])=[CH:11][CH:12]=1, predict the reactants needed to synthesize it. The reactants are: [C:1]([OH:5])(=[O:4])[CH:2]=[CH2:3].[NH2:6][C:7]1[CH:12]=[CH:11][C:10](Br)=[CH:9][N:8]=1.C([O-])([O-])=O.[Na+].[Na+].